This data is from Reaction yield outcomes from USPTO patents with 853,638 reactions. The task is: Predict the reaction yield, written as a fraction of the theoretical maximum amount of product (1.0 means a 100% yield; for example, 0.34 means a 34% yield). (1) The reactants are [CH:1]1([N:4]2[C:13]3[C:8](=[C:9]([N+:18]([O-:20])=[O:19])[C:10]([F:17])=[C:11]([F:16])[C:12]=3[O:14][CH3:15])[C:7](=[O:21])[CH:6]([C:22]([O:24][CH2:25][CH3:26])=[O:23])[CH:5]2[C:27]2[CH:32]=[CH:31][CH:30]=[CH:29][CH:28]=2)[CH2:3][CH2:2]1. The catalyst is C(Cl)Cl.[O-2].[O-2].[Mn+4]. The product is [CH:1]1([N:4]2[C:13]3[C:8](=[C:9]([N+:18]([O-:20])=[O:19])[C:10]([F:17])=[C:11]([F:16])[C:12]=3[O:14][CH3:15])[C:7](=[O:21])[C:6]([C:22]([O:24][CH2:25][CH3:26])=[O:23])=[C:5]2[C:27]2[CH:28]=[CH:29][CH:30]=[CH:31][CH:32]=2)[CH2:2][CH2:3]1. The yield is 0.410. (2) The catalyst is C(Cl)Cl. The reactants are [OH:1][C:2]1[C:3]([I:19])=[C:4]2[C:9](=[CH:10][CH:11]=1)[N:8]=[C:7]([C@:12]1([CH3:18])[CH2:16][O:15][C:14](=[O:17])[NH:13]1)[N:6]=[CH:5]2.[C:20]([CH:24]1[CH2:29][CH2:28][CH:27](OS(C)(=O)=O)[CH2:26][CH2:25]1)([CH3:23])([CH3:22])[CH3:21].C(=O)([O-])[O-].[Cs+].[Cs+].C(O)(C)(C)C.CC(=O)CC. The product is [C:20]([C@H:24]1[CH2:29][CH2:28][C@H:27]([O:1][C:2]2[C:3]([I:19])=[C:4]3[C:9](=[CH:10][CH:11]=2)[N:8]=[C:7]([C@:12]2([CH3:18])[CH2:16][O:15][C:14](=[O:17])[NH:13]2)[N:6]=[CH:5]3)[CH2:26][CH2:25]1)([CH3:23])([CH3:22])[CH3:21]. The yield is 0.940. (3) The reactants are [O:1]1[C:5]2[CH:6]=[CH:7][C:8]([C:10]3([CH2:25][C:26]([O:28]C)=[O:27])[C:18]4[C:13](=[CH:14][CH:15]=[CH:16][CH:17]=4)[N:12]([CH2:19][CH2:20][CH2:21][CH2:22][CH3:23])[C:11]3=[O:24])=[CH:9][C:4]=2[O:3][CH2:2]1.O.[OH-].[Li+]. The catalyst is C1COCC1.O. The product is [O:1]1[C:5]2[CH:6]=[CH:7][C:8]([C:10]3([CH2:25][C:26]([OH:28])=[O:27])[C:18]4[C:13](=[CH:14][CH:15]=[CH:16][CH:17]=4)[N:12]([CH2:19][CH2:20][CH2:21][CH2:22][CH3:23])[C:11]3=[O:24])=[CH:9][C:4]=2[O:3][CH2:2]1. The yield is 0.880. (4) The reactants are [CH3:1][O:2][CH2:3][CH2:4][O:5][C:6]1[CH:7]=[C:8]2[C:12](=[C:13]([N:15]([CH3:25])[S:16]([C:19]3[CH:24]=[CH:23][CH:22]=[CH:21][N:20]=3)(=[O:18])=[O:17])[CH:14]=1)[NH:11][C:10]([C:26]([OH:28])=O)=[CH:9]2.Cl.[CH3:30][O:31][C:32](=[O:56])[C@@H:33]([CH2:35][S:36][C:37]([C:50]1[CH:55]=[CH:54][CH:53]=[CH:52][CH:51]=1)([C:44]1[CH:49]=[CH:48][CH:47]=[CH:46][CH:45]=1)[C:38]1[CH:43]=[CH:42][CH:41]=[CH:40][CH:39]=1)[NH2:34].N1(O)C2C=CC=CC=2N=N1.Cl.CN(C)CCCN=C=NCC. The catalyst is CN(C)C=O.C(N(CC)CC)C. The product is [CH3:30][O:31][C:32](=[O:56])[C@@H:33]([CH2:35][S:36][C:37]([C:50]1[CH:55]=[CH:54][CH:53]=[CH:52][CH:51]=1)([C:38]1[CH:39]=[CH:40][CH:41]=[CH:42][CH:43]=1)[C:44]1[CH:49]=[CH:48][CH:47]=[CH:46][CH:45]=1)[NH:34][C:26]([C:10]1[NH:11][C:12]2[C:8]([CH:9]=1)=[CH:7][C:6]([O:5][CH2:4][CH2:3][O:2][CH3:1])=[CH:14][C:13]=2[N:15]([CH3:25])[S:16]([C:19]1[CH:24]=[CH:23][CH:22]=[CH:21][N:20]=1)(=[O:18])=[O:17])=[O:28]. The yield is 0.720. (5) The reactants are [Br:1][C:2]1[C:3]([C:10]([O:12]C)=O)=[N:4][C:5]([S:8][CH3:9])=[N:6][CH:7]=1.[CH2:14]([NH2:17])[CH:15]=[CH2:16]. The catalyst is CO. The product is [CH2:14]([NH:17][C:10]([C:3]1[C:2]([Br:1])=[CH:7][N:6]=[C:5]([S:8][CH3:9])[N:4]=1)=[O:12])[CH:15]=[CH2:16]. The yield is 0.900. (6) The reactants are [F:1][C:2]1[CH:10]=[CH:9][CH:8]=[C:7]([N+:11]([O-:13])=[O:12])[C:3]=1[C:4]([OH:6])=[O:5].CO.[N+](=[CH2:18])=[N-]. The catalyst is C1COCC1. The product is [CH3:18][O:5][C:4](=[O:6])[C:3]1[C:7]([N+:11]([O-:13])=[O:12])=[CH:8][CH:9]=[CH:10][C:2]=1[F:1]. The yield is 0.960.